Dataset: HIV replication inhibition screening data with 41,000+ compounds from the AIDS Antiviral Screen. Task: Binary Classification. Given a drug SMILES string, predict its activity (active/inactive) in a high-throughput screening assay against a specified biological target. (1) The compound is O=c1cc(O)nc2nc(-c3ccccc3)c(-c3ccccc3)nn12. The result is 0 (inactive). (2) The result is 0 (inactive). The compound is O=C(CC(=O)N1N=C(N(c2ccccc2)c2ccccc2)CC1c1ccccc1)Nc1cccc(Cl)c1. (3) The compound is COc1cc(CO)c(CC(=O)NCCCc2ccccc2)cc1OC. The result is 0 (inactive). (4) The drug is COc1ccc(NC(=O)c2oc3cc(O)ccc3c(=O)c2C)c([N+](=O)[O-])c1. The result is 0 (inactive). (5) The result is 0 (inactive). The drug is Cc1ccc(S(=O)(=O)c2ccc(NC(=O)SCCC(=O)O)cc2)cc1. (6) The drug is O=C(C=Cc1ccccc1)Oc1ccc(C(=O)C=Cc2ccccc2)cc1. The result is 0 (inactive). (7) The molecule is CC(=O)OC(Cc1ccc2ccccc2n1)(C(F)(F)F)C(F)(F)F. The result is 0 (inactive). (8) The molecule is C1=C(c2ccccc2)N2CCCNC2(c2ccccc2)CS1. The result is 0 (inactive).